From a dataset of Full USPTO retrosynthesis dataset with 1.9M reactions from patents (1976-2016). Predict the reactants needed to synthesize the given product. (1) Given the product [NH2:29][C:28]1[CH:27]=[CH:26][C:12]([C:13]([NH:15][CH:16]2[C:21]([CH3:22])([CH3:23])[C@H:20]3[CH2:24][C@:17]2([CH3:25])[CH2:18][CH2:19]3)=[O:14])=[CH:11][C:10]=1[S:7]([N:4]1[CH2:5][CH2:6][O:1][CH2:2][CH2:3]1)(=[O:9])=[O:8], predict the reactants needed to synthesize it. The reactants are: [O:1]1[CH2:6][CH2:5][N:4]([S:7]([C:10]2[CH:11]=[C:12]([CH:26]=[CH:27][C:28]=2[NH:29]CC2C=C(OC)C(OC)=C(OC)C=2)[C:13]([NH:15][CH:16]2[C:21]([CH3:23])([CH3:22])[C@H:20]3[CH2:24][C@:17]2([CH3:25])[CH2:18][CH2:19]3)=[O:14])(=[O:9])=[O:8])[CH2:3][CH2:2]1.FC(F)(F)C(O)=O. (2) Given the product [C:19]([C:10]1[C:11]2[C:16](=[CH:15][CH:14]=[CH:13][CH:12]=2)[C:17]([OH:18])=[C:8]([C:6]([NH:21][CH2:22][C:23]([OH:25])=[O:24])=[O:7])[N:9]=1)#[N:20], predict the reactants needed to synthesize it. The reactants are: C(O[C:6]([C:8]1[N:9]=[C:10]([C:19]#[N:20])[C:11]2[C:16]([C:17]=1[OH:18])=[CH:15][CH:14]=[CH:13][CH:12]=2)=[O:7])CCC.[NH2:21][CH2:22][C:23]([OH:25])=[O:24].CO[Na].CO.